This data is from Forward reaction prediction with 1.9M reactions from USPTO patents (1976-2016). The task is: Predict the product of the given reaction. (1) Given the reactants C[O:2][C:3](=[O:22])[C:4]1[C:5](=[CH:10][C:11]([NH:14][CH2:15][C:16]2[CH:21]=[CH:20][CH:19]=[CH:18][CH:17]=2)=[CH:12][CH:13]=1)[C:6]([O:8]C)=[O:7].[OH-].[Na+], predict the reaction product. The product is: [CH2:15]([NH:14][C:11]1[CH:10]=[C:5]([C:6]([OH:8])=[O:7])[C:4](=[CH:13][CH:12]=1)[C:3]([OH:22])=[O:2])[C:16]1[CH:21]=[CH:20][CH:19]=[CH:18][CH:17]=1. (2) Given the reactants [NH2:1][C:2]12[C:20](=[O:21])[C:19]3[C:14](=[CH:15][CH:16]=[CH:17][C:18]=3[N+:22]([O-:24])=[O:23])[C:3]1([OH:25])[O:4][C:5]1[CH:10]=[C:9]([CH:11]([CH3:13])[CH3:12])[CH:8]=[CH:7][C:6]=12.O=P(Cl)(Cl)Cl.CC(=O)[O:33][CH2:34][CH3:35].[OH2:37], predict the reaction product. The product is: [OH:21][C:20]12[C:19]3[C:14](=[CH:15][CH:16]=[CH:17][C:18]=3[N+:22]([O-:24])=[O:23])[C:3](=[O:25])[C:2]1([NH:1][C:34](=[O:33])[C:35](=[O:37])[CH:2]([CH3:6])[CH2:3][CH3:14])[C:6]1[CH:7]=[CH:8][C:9]([CH:11]([CH3:13])[CH3:12])=[CH:10][C:5]=1[O:4]2. (3) Given the reactants [F:1][CH:2]([F:38])[C:3]1[N:7]([C:8]2[CH:13]=[C:12]([N:14]3[CH2:19][CH2:18][O:17][CH2:16][CH2:15]3)[N:11]=[C:10]([NH:20][CH2:21][C@H:22]3[CH2:27][CH2:26][C@H:25]([NH:28][CH2:29][CH:30]([OH:33])[CH2:31][F:32])[CH2:24][CH2:23]3)[N:9]=2)[C:6]2[CH:34]=[CH:35][CH:36]=[CH:37][C:5]=2[N:4]=1.[C:39](=O)(OCC)[O:40]CC.C[O-].[Na+].O, predict the reaction product. The product is: [F:38][CH:2]([F:1])[C:3]1[N:7]([C:8]2[CH:13]=[C:12]([N:14]3[CH2:15][CH2:16][O:17][CH2:18][CH2:19]3)[N:11]=[C:10]([NH:20][CH2:21][C@H:22]3[CH2:27][CH2:26][C@H:25]([N:28]4[CH2:29][CH:30]([CH2:31][F:32])[O:33][C:39]4=[O:40])[CH2:24][CH2:23]3)[N:9]=2)[C:6]2[CH:34]=[CH:35][CH:36]=[CH:37][C:5]=2[N:4]=1. (4) Given the reactants [F:1][C:2]1[CH:7]=[C:6]([C:8]([F:11])([F:10])[F:9])[CH:5]=[CH:4][C:3]=1[C:12]1[C:13]2[CH2:20][CH2:19][CH:18]([CH2:21][C:22]([N:24]([CH3:26])[CH3:25])=[O:23])[C:14]=2[CH:15]=[N:16][CH:17]=1.N1C[CH:29]([CH2:31][OH:32])C1, predict the reaction product. The product is: [F:1][C:2]1[CH:7]=[C:6]([C:8]([F:11])([F:9])[F:10])[CH:5]=[CH:4][C:3]=1[C:12]1[C:13]2[CH2:20][CH2:19][CH:18]([CH2:21][C:22]([N:24]3[CH2:25][CH:29]([CH2:31][OH:32])[CH2:26]3)=[O:23])[C:14]=2[CH:15]=[N:16][CH:17]=1. (5) Given the reactants C(O[C:4](=[O:21])[CH2:5][C:6]([CH:8]1[CH2:13][CH2:12][N:11]([C:14]([O:16][C:17]([CH3:20])([CH3:19])[CH3:18])=[O:15])[CH2:10][CH2:9]1)=O)C.[F:22][C:23]1[CH:24]=[C:25]2[C:29](=[CH:30][CH:31]=1)[NH:28][N:27]=[C:26]2[NH2:32].P([O-])([O-])([O-])=O.[K+].[K+].[K+].Cl, predict the reaction product. The product is: [F:22][C:23]1[CH:31]=[CH:30][C:29]2[C:25](=[C:26]3[NH:32][C:6]([CH:8]4[CH2:9][CH2:10][N:11]([C:14]([O:16][C:17]([CH3:18])([CH3:19])[CH3:20])=[O:15])[CH2:12][CH2:13]4)=[CH:5][C:4](=[O:21])[N:27]3[N:28]=2)[CH:24]=1.